Dataset: Forward reaction prediction with 1.9M reactions from USPTO patents (1976-2016). Task: Predict the product of the given reaction. Given the reactants [O:1]1[CH2:5][CH2:4][CH:3]([CH:6]=O)[CH2:2]1.[C:8]([O:12][C:13]([NH:15][CH2:16][CH2:17][NH:18][CH2:19][C:20]1[CH:25]=[CH:24][C:23]([O:26][CH3:27])=[CH:22][CH:21]=1)=[O:14])([CH3:11])([CH3:10])[CH3:9].C(O[BH-](OC(=O)C)OC(=O)C)(=O)C.[Na+].S([O-])([O-])(=O)=O.[Mg+2], predict the reaction product. The product is: [C:8]([O:12][C:13]([NH:15][CH2:16][CH2:17][N:18]([CH2:19][C:20]1[CH:25]=[CH:24][C:23]([O:26][CH3:27])=[CH:22][CH:21]=1)[CH2:6][CH:3]1[CH2:4][CH2:5][O:1][CH2:2]1)=[O:14])([CH3:11])([CH3:10])[CH3:9].